This data is from Full USPTO retrosynthesis dataset with 1.9M reactions from patents (1976-2016). The task is: Predict the reactants needed to synthesize the given product. Given the product [C:1]1([CH2:7][C:8]#[C:9][CH:10]=[O:11])[CH:6]=[CH:5][CH:4]=[CH:3][CH:2]=1, predict the reactants needed to synthesize it. The reactants are: [C:1]1([CH2:7][C:8]#[C:9][CH2:10][OH:11])[CH:6]=[CH:5][CH:4]=[CH:3][CH:2]=1.II.